This data is from Full USPTO retrosynthesis dataset with 1.9M reactions from patents (1976-2016). The task is: Predict the reactants needed to synthesize the given product. (1) Given the product [F:1][C:2]([F:15])([F:14])[S:3]([O:6][C:17]1[C:27]2[O:26][CH2:25][CH2:24][N:23]([C:28]([O:30][C:31]([CH3:34])([CH3:33])[CH3:32])=[O:29])[CH2:22][C:21]=2[CH:20]=[CH:19][CH:18]=1)(=[O:5])=[O:4], predict the reactants needed to synthesize it. The reactants are: [F:1][C:2]([F:15])([F:14])[S:3]([O:6]S(C(F)(F)F)(=O)=O)(=[O:5])=[O:4].O[C:17]1[C:27]2[O:26][CH2:25][CH2:24][N:23]([C:28]([O:30][C:31]([CH3:34])([CH3:33])[CH3:32])=[O:29])[CH2:22][C:21]=2[CH:20]=[CH:19][CH:18]=1. (2) Given the product [F:41][C:32]1[CH:33]=[C:34]([S:37]([CH3:40])(=[O:38])=[O:39])[CH:35]=[CH:36][C:31]=1[N:30]1[C:26]2[NH:25][CH:7]=[N:44][C:42](=[O:43])[C:27]=2[CH:28]=[N:29]1, predict the reactants needed to synthesize it. The reactants are: S(=O)(=O)(O)O.N[C:7]1N(C2C=CC(S(C)(=O)=O)=CC=2F)N=CC=1C#N.[NH2:25][C:26]1[N:30]([C:31]2[CH:36]=[CH:35][C:34]([S:37]([CH3:40])(=[O:39])=[O:38])=[CH:33][C:32]=2[F:41])[N:29]=[CH:28][C:27]=1[C:42]([NH2:44])=[O:43]. (3) Given the product [NH2:19][C:20]1[N:21]=[C:22]([CH3:27])[CH:23]=[C:24]([O:14][CH2:13][C:10]2[CH:11]=[CH:12][C:7]([CH2:6][NH:5][C:3](=[O:4])[C:2]([F:15])([F:16])[F:1])=[CH:8][CH:9]=2)[N:25]=1, predict the reactants needed to synthesize it. The reactants are: [F:1][C:2]([F:16])([F:15])[C:3]([NH:5][CH2:6][C:7]1[CH:12]=[CH:11][C:10]([CH2:13][OH:14])=[CH:9][CH:8]=1)=[O:4].[H-].[Na+].[NH2:19][C:20]1[N:25]=[C:24](Cl)[CH:23]=[C:22]([CH3:27])[N:21]=1.O. (4) Given the product [Si:9]([O:26][CH2:27][C@@H:28]1[CH2:32][CH:31]=[CH:30][N:29]1[C:34]([O:36][C:37]([CH3:40])([CH3:39])[CH3:38])=[O:35])([C:22]([CH3:24])([CH3:25])[CH3:23])([C:16]1[CH:21]=[CH:20][CH:19]=[CH:18][CH:17]=1)[C:10]1[CH:15]=[CH:14][CH:13]=[CH:12][CH:11]=1, predict the reactants needed to synthesize it. The reactants are: C([BH-](CC)CC)C.[Li+].[Si:9]([O:26][CH2:27][C@@H:28]1[CH2:32][CH2:31][C:30](=O)[N:29]1[C:34]([O:36][C:37]([CH3:40])([CH3:39])[CH3:38])=[O:35])([C:22]([CH3:25])([CH3:24])[CH3:23])([C:16]1[CH:21]=[CH:20][CH:19]=[CH:18][CH:17]=1)[C:10]1[CH:15]=[CH:14][CH:13]=[CH:12][CH:11]=1.CCN(C(C)C)C(C)C.O(S(C(F)(F)F)(=O)=O)S(C(F)(F)F)(=O)=O. (5) The reactants are: [CH3:1][O:2][C:3](=[O:6])[CH2:4][NH2:5].C(N(CC)CC)C.[IH:14].[O:15]=[C:16]1[N:21]([CH2:22][C:23]#[CH:24])[N:20]=[N:19][C:18]2=[C:25]([C:28](SC)=[NH:29])[N:26]=[CH:27][N:17]12. Given the product [IH:14].[CH3:1][O:2][C:3](=[O:6])[CH2:4][NH:5][C:28]([C:25]1[N:26]=[CH:27][N:17]2[C:16](=[O:15])[N:21]([CH2:22][C:23]#[CH:24])[N:20]=[N:19][C:18]=12)=[NH:29], predict the reactants needed to synthesize it. (6) Given the product [CH:24]([C:27]1[CH:32]=[CH:31][C:30]([C:2]2[C:7]([O:8][C:9]3[C:18]4[C:13](=[CH:14][C:15]([O:21][CH3:22])=[C:16]([O:19][CH3:20])[CH:17]=4)[N:12]=[CH:11][CH:10]=3)=[CH:6][CH:5]=[C:4]([CH3:23])[N:3]=2)=[CH:29][CH:28]=1)([CH3:26])[CH3:25], predict the reactants needed to synthesize it. The reactants are: I[C:2]1[C:7]([O:8][C:9]2[C:18]3[C:13](=[CH:14][C:15]([O:21][CH3:22])=[C:16]([O:19][CH3:20])[CH:17]=3)[N:12]=[CH:11][CH:10]=2)=[CH:6][CH:5]=[C:4]([CH3:23])[N:3]=1.[CH:24]([C:27]1[CH:32]=[CH:31][C:30](B(O)O)=[CH:29][CH:28]=1)([CH3:26])[CH3:25].C(=O)([O-])O.[Na+]. (7) Given the product [NH2:1][C:2]1[C:7]([C:8]2[N:12]=[C:11]([C:13]([NH2:20])=[O:14])[N:10]([CH3:18])[N:9]=2)=[C:6]([Cl:19])[N:5]=[CH:4][N:3]=1, predict the reactants needed to synthesize it. The reactants are: [NH2:1][C:2]1[C:7]([C:8]2[N:12]=[C:11]([C:13](OCC)=[O:14])[N:10]([CH3:18])[N:9]=2)=[C:6]([Cl:19])[N:5]=[CH:4][N:3]=1.[NH3:20].